This data is from Full USPTO retrosynthesis dataset with 1.9M reactions from patents (1976-2016). The task is: Predict the reactants needed to synthesize the given product. (1) Given the product [NH2:1][C:2]1[C:9]([Cl:10])=[C:8]([N:11]2[CH2:16][CH2:15][C@@H:14]([NH:17][C:26](=[O:27])[CH2:25][Cl:24])[C@H:13]([OH:18])[CH2:12]2)[CH:7]=[C:4]([C:5]#[N:6])[CH:3]=1, predict the reactants needed to synthesize it. The reactants are: [NH2:1][C:2]1[CH:3]=[C:4]([CH:7]=[C:8]([N:11]2[CH2:16][CH2:15][C@@H:14]([NH2:17])[C@H:13]([OH:18])[CH2:12]2)[C:9]=1[Cl:10])[C:5]#[N:6].C([O-])(=O)C.[K+].[Cl:24][CH2:25][C:26](Cl)=[O:27].C([O-])(O)=O.[Na+]. (2) Given the product [CH3:1][N:2]([CH3:17])[CH2:3][CH2:4][N:5]1[C:13]2[C:8](=[C:9]([NH:14][C:34](=[O:35])[CH2:33][C:30]3[CH:31]=[CH:32][C:27]([O:20][C:21]4[CH:22]=[CH:23][CH:24]=[CH:25][CH:26]=4)=[CH:28][CH:29]=3)[CH:10]=[CH:11][CH:12]=2)[CH:7]=[N:6]1, predict the reactants needed to synthesize it. The reactants are: [CH3:1][N:2]([CH3:17])[CH2:3][CH2:4][N:5]1[C:13]2[C:8](=[C:9]([N+:14]([O-])=O)[CH:10]=[CH:11][CH:12]=2)[CH:7]=[N:6]1.[Cl-].[NH4+].[O:20]([C:27]1[CH:32]=[CH:31][C:30]([CH2:33][C:34](O)=[O:35])=[CH:29][CH:28]=1)[C:21]1[CH:26]=[CH:25][CH:24]=[CH:23][CH:22]=1. (3) The reactants are: [H-].[CH2:2]([Al+][CH2:2][CH:3]([CH3:5])[CH3:4])[CH:3]([CH3:5])[CH3:4].CCO[C:14]([C@@H:16]1[CH2:20][CH2:19][CH2:18][N:17]1C(OC(C)(C)C)=O)=[O:15].[OH2:28].C([O:31][CH2:32]C)C. Given the product [C:3]([O:28][N:17]1[CH2:18][CH2:19][C:20](=[C:32]=[O:31])[C@H:16]1[CH:14]=[O:15])([CH3:5])([CH3:4])[CH3:2], predict the reactants needed to synthesize it. (4) Given the product [N:2]1[CH:7]=[CH:6][C:5]([CH2:8][NH:9][C:10]2[CH:31]=[CH:30][CH:29]=[CH:28][C:11]=2[C:12]([NH:14][C:15]2[CH:20]=[CH:19][C:18]([CH2:21][CH2:22][CH3:23])=[C:17]([C:24]([F:25])([F:26])[F:27])[CH:16]=2)=[O:13])=[CH:4][CH:3]=1, predict the reactants needed to synthesize it. The reactants are: Cl.[N:2]1[CH:7]=[CH:6][C:5]([CH2:8][NH:9][C:10]2[CH:31]=[CH:30][CH:29]=[CH:28][C:11]=2[C:12]([NH:14][C:15]2[CH:20]=[CH:19][C:18](/[CH:21]=[CH:22]\[CH3:23])=[C:17]([C:24]([F:27])([F:26])[F:25])[CH:16]=2)=[O:13])=[CH:4][CH:3]=1.[H][H].